This data is from Forward reaction prediction with 1.9M reactions from USPTO patents (1976-2016). The task is: Predict the product of the given reaction. (1) The product is: [OH:1][C:2]1[C:3]([C:27]([NH:29][CH2:30][C:31]([OH:33])=[O:32])=[O:28])=[C:4]2[C:9](=[CH:10][C:11]=1[C:12]1[CH:16]=[CH:15][NH:14][CH:13]=1)[N:8]=[CH:7][CH:6]=[N:5]2. Given the reactants [OH:1][C:2]1[C:3]([C:27]([NH:29][CH2:30][C:31]([OH:33])=[O:32])=[O:28])=[C:4]2[C:9](=[CH:10][C:11]=1[C:12]1[CH:16]=[CH:15][N:14]([Si](C(C)C)(C(C)C)C(C)C)[CH:13]=1)[N:8]=[CH:7][CH:6]=[N:5]2.[OH-].[Na+], predict the reaction product. (2) The product is: [C:25]([C:20]1[N:21]=[C:22]([CH2:23][CH3:24])[C:17]([O:1][C@@H:2]2[CH2:6][CH2:5][N:4]([C:7]([O:9][C:10]([CH3:13])([CH3:12])[CH3:11])=[O:8])[CH2:3]2)=[N:18][C:19]=1[NH:28][C:29]1[CH:34]=[CH:33][C:32]([N:35]2[CH2:40][CH2:39][CH:38]([N:41]3[CH2:42][CH2:43][N:44]([CH3:47])[CH2:45][CH2:46]3)[CH2:37][CH2:36]2)=[C:31]([CH3:48])[CH:30]=1)(=[O:26])[NH2:27]. Given the reactants [OH:1][C@@H:2]1[CH2:6][CH2:5][N:4]([C:7]([O:9][C:10]([CH3:13])([CH3:12])[CH3:11])=[O:8])[CH2:3]1.[H-].[Na+].Cl[C:17]1[N:18]=[C:19]([NH:28][C:29]2[CH:34]=[CH:33][C:32]([N:35]3[CH2:40][CH2:39][CH:38]([N:41]4[CH2:46][CH2:45][N:44]([CH3:47])[CH2:43][CH2:42]4)[CH2:37][CH2:36]3)=[C:31]([CH3:48])[CH:30]=2)[C:20]([C:25]([NH2:27])=[O:26])=[N:21][C:22]=1[CH2:23][CH3:24], predict the reaction product. (3) Given the reactants [F:1][C:2]1[CH:11]=[CH:10][C:9]([C:12](=[O:22])[C:13]2[CH:18]=[CH:17][C:16]([N+:19]([O-])=O)=[CH:15][CH:14]=2)=[CH:8][C:3]=1[C:4]([O:6][CH3:7])=[O:5], predict the reaction product. The product is: [NH2:19][C:16]1[CH:17]=[CH:18][C:13]([C:12]([C:9]2[CH:10]=[CH:11][C:2]([F:1])=[C:3]([CH:8]=2)[C:4]([O:6][CH3:7])=[O:5])=[O:22])=[CH:14][CH:15]=1. (4) Given the reactants F[C:2]1[CH:7]=[CH:6][C:5]([S:8]([CH3:11])(=[O:10])=[O:9])=[CH:4][C:3]=1[N+:12]([O-:14])=[O:13].[NH2:15][CH2:16][CH:17]1[CH2:22][CH2:21][O:20][CH2:19][CH2:18]1, predict the reaction product. The product is: [CH3:11][S:8]([C:5]1[CH:6]=[CH:7][C:2]([NH:15][CH2:16][CH:17]2[CH2:22][CH2:21][O:20][CH2:19][CH2:18]2)=[C:3]([N+:12]([O-:14])=[O:13])[CH:4]=1)(=[O:10])=[O:9]. (5) Given the reactants [Br:1][C:2]1[CH:11]=[C:10]2[C:5]([CH:6]=[C:7](Cl)[N:8]=[CH:9]2)=[CH:4][CH:3]=1.Cl.[CH3:14][NH2:15].C(=O)([O-])[O-].[K+].[K+], predict the reaction product. The product is: [Br:1][C:2]1[CH:11]=[C:10]2[C:5]([CH:6]=[C:7]([NH:15][CH3:14])[N:8]=[CH:9]2)=[CH:4][CH:3]=1.